From a dataset of Cav3 T-type calcium channel HTS with 100,875 compounds. Binary Classification. Given a drug SMILES string, predict its activity (active/inactive) in a high-throughput screening assay against a specified biological target. (1) The compound is S1CCn2c1ncc(c2=O)C(=O)NCCc1cc(OC)c(OC)cc1. The result is 0 (inactive). (2) The compound is OC1C(C(C(O)C1)\C=C\C(O)CCCCC)C\C=C/CCCC(O)=O. The result is 0 (inactive). (3) The drug is FC(F)(F)C1n2[nH]cc(c2=NC(C1)c1ccccc1)C(=O)NCc1c(n(nc1C)C)C. The result is 0 (inactive). (4) The compound is S(c1n(c(nn1)C)C)CCOC(=O)N. The result is 0 (inactive). (5) The molecule is O=c1n(CCC)cnc2n(CCC=3CCCCC3)c3nc4c(nc3c12)cccc4. The result is 0 (inactive). (6) The compound is Brc1ccc(C2CC(OC(=C2)C(=O)NCC#C)OCCCCO)cc1. The result is 0 (inactive). (7) The molecule is o1c(nnc1NC(=O)COc1ccccc1)c1cc2CCCCc2cc1. The result is 1 (active).